This data is from Peptide-MHC class II binding affinity with 134,281 pairs from IEDB. The task is: Regression. Given a peptide amino acid sequence and an MHC pseudo amino acid sequence, predict their binding affinity value. This is MHC class II binding data. (1) The peptide sequence is MGNSKSKSNPSSSSE. The MHC is DRB1_0802 with pseudo-sequence DRB1_0802. The binding affinity (normalized) is 0.477. (2) The MHC is HLA-DQA10501-DQB10303 with pseudo-sequence HLA-DQA10501-DQB10303. The peptide sequence is WFVRNPFFAVTALTI. The binding affinity (normalized) is 0.616.